From a dataset of Microsomal clearance measurements from AstraZeneca. Regression/Classification. Given a drug SMILES string, predict its absorption, distribution, metabolism, or excretion properties. Task type varies by dataset: regression for continuous measurements (e.g., permeability, clearance, half-life) or binary classification for categorical outcomes (e.g., BBB penetration, CYP inhibition). For this dataset (clearance_microsome_az), we predict log10(clearance) (log10 of the in vitro intrinsic clearance, CLint, in uL/min per mg of human liver microsomal protein, equivalently mL/min/g; values are censored to the assay range of 3 to 150, which is 0.477 to 2.18 on this log10 scale). (1) The compound is O=C(O)c1cccc(C(=O)N2CCC(N3CCC(Oc4ccc(Cl)c(Cl)c4)CC3)CC2)c1. The log10(clearance) is 0.480. (2) The molecule is Cc1nn(-c2ccccc2)c(NS(=O)(=O)C2CCCCC2)c1C(=O)N[C@@H](C)C(C)(C)C. The log10(clearance) is 1.15. (3) The molecule is Cc1ccc(C(=O)NC2CC2)cc1-c1ccc(C(=O)NCC2CC2)nc1. The log10(clearance) is 0.480. (4) The drug is Cc1cc2cc(C)c3nnc(SCC(=O)N4CCN(C(=O)c5ccco5)CC4)n3c2cc1C. The log10(clearance) is 2.18.